Predict which catalyst facilitates the given reaction. From a dataset of Catalyst prediction with 721,799 reactions and 888 catalyst types from USPTO. (1) Reactant: [C:1]([O:5][C:6]1[CH:11]=[C:10]([C:12]2[C:20]3[C:15](=[N:16][CH:17]=[CH:18][CH:19]=3)[N:14](S(C3C=CC=CC=3)(=O)=O)[CH:13]=2)[CH:9]=[C:8]([Cl:30])[N:7]=1)([CH3:4])([CH3:3])[CH3:2].[OH-].[K+]. Product: [C:1]([O:5][C:6]1[CH:11]=[C:10]([C:12]2[C:20]3[C:15](=[N:16][CH:17]=[CH:18][CH:19]=3)[NH:14][CH:13]=2)[CH:9]=[C:8]([Cl:30])[N:7]=1)([CH3:4])([CH3:2])[CH3:3]. The catalyst class is: 40. (2) Reactant: Cl.[CH2:2]([N:9]1[CH:13]=[C:12]([C:14]([NH:16][CH2:17][C:18]2[CH:23]=[CH:22][C:21]([C:24](=[NH:26])[NH2:25])=[CH:20][CH:19]=2)=[O:15])[CH:11]=[N:10]1)[C:3]1[CH:8]=[CH:7][CH:6]=[CH:5][CH:4]=1.C(=O)([O-])[O-].[K+].[K+].Cl[C:34]([O:36][CH2:37][CH2:38][CH2:39][CH2:40][CH2:41][CH3:42])=[O:35]. Product: [NH2:26]/[C:24](=[N:25]\[C:34](=[O:35])[O:36][CH2:37][CH2:38][CH2:39][CH2:40][CH2:41][CH3:42])/[C:21]1[CH:20]=[CH:19][C:18]([CH2:17][NH:16][C:14]([C:12]2[CH:11]=[N:10][N:9]([CH2:2][C:3]3[CH:8]=[CH:7][CH:6]=[CH:5][CH:4]=3)[CH:13]=2)=[O:15])=[CH:23][CH:22]=1. The catalyst class is: 132. (3) Product: [CH3:24][CH:2]([CH3:1])[C:3]([O:5][CH:6]([O:10][C:11]([O:13][N:26]1[C:30](=[O:31])[CH2:29][CH2:28][C:27]1=[O:32])=[O:12])[CH:7]([CH3:8])[CH3:9])=[O:4]. Reactant: [CH3:1][CH:2]([CH3:24])[C:3]([O:5][CH:6]([O:10][C:11]([O:13]C1C=CC(S(C)(=O)=O)=CC=1)=[O:12])[CH:7]([CH3:9])[CH3:8])=[O:4].O[N:26]1[C:30](=[O:31])[CH2:29][CH2:28][C:27]1=[O:32]. The catalyst class is: 4. (4) Reactant: [Br:1][C:2]1[CH:3]=[C:4]([CH:16]=[C:17]([CH:19]=[C:20]2[CH2:25][CH2:24][NH:23][CH2:22][CH2:21]2)[CH:18]=1)[O:5][C:6]1[CH:11]=[CH:10][C:9]([C:12]([F:15])([F:14])[F:13])=[CH:8][N:7]=1.[N:26]1[CH:31]=[CH:30][CH:29]=[C:28]([NH:32][C:33](=O)[O:34]C2C=CC=CC=2)[CH:27]=1.C(N(CC)CC)C. Product: [Br:1][C:2]1[CH:18]=[C:17]([CH:16]=[C:4]([O:5][C:6]2[CH:11]=[CH:10][C:9]([C:12]([F:15])([F:14])[F:13])=[CH:8][N:7]=2)[CH:3]=1)[CH:19]=[C:20]1[CH2:25][CH2:24][N:23]([C:33]([NH:32][C:28]2[CH:27]=[N:26][CH:31]=[CH:30][CH:29]=2)=[O:34])[CH2:22][CH2:21]1. The catalyst class is: 58. (5) Reactant: [CH3:1][C:2]([CH3:39])([CH3:38])[CH2:3][CH2:4][C@:5]1([CH3:37])[C:14]2[C:9](=[CH:10][CH:11]=[CH:12][CH:13]=2)[C:8]([OH:15])=[C:7]([C:16]2[NH:21][C:20]3[CH:22]=[CH:23][C:24]([NH:26]C(=O)OC(C)(C)C)=[CH:25][C:19]=3[S:18](=[O:35])(=[O:34])[N:17]=2)[C:6]1=[O:36].[ClH:40]. Product: [ClH:40].[NH2:26][C:24]1[CH:23]=[CH:22][C:20]2[NH:21][C:16]([C:7]3[C:6](=[O:36])[C@@:5]([CH2:4][CH2:3][C:2]([CH3:1])([CH3:38])[CH3:39])([CH3:37])[C:14]4[C:9]([C:8]=3[OH:15])=[CH:10][CH:11]=[CH:12][CH:13]=4)=[N:17][S:18](=[O:35])(=[O:34])[C:19]=2[CH:25]=1. The catalyst class is: 12. (6) Reactant: [Br:1][C:2]1[CH:13]=[N:12][C:5]2[NH:6][C:7](=O)[CH2:8][O:9][CH2:10][C:4]=2[CH:3]=1. Product: [Br:1][C:2]1[CH:13]=[N:12][C:5]2[NH:6][CH2:7][CH2:8][O:9][CH2:10][C:4]=2[CH:3]=1. The catalyst class is: 1. (7) Product: [NH2:9][C:10]1[C:2]([Cl:1])=[C:3]([O:13][CH3:14])[CH:4]=[CH:5][C:6]=1[C:7]([OH:12])=[O:15]. The catalyst class is: 232. Reactant: [Cl:1][C:2]1[C:3]([O:13][CH3:14])=[CH:4][CH:5]=[C:6]2[C:10]=1[NH:9]C(=O)[C:7]2=[O:12].[OH-:15].[Na+].[Na+].[Cl-].OO. (8) Reactant: Cl[CH:2]([CH3:16])[C:3]([NH:5][CH:6]1[CH:13]2[CH2:14][CH:9]3[CH2:10][CH:11]([CH2:15][CH:7]1[CH2:8]3)[CH2:12]2)=[O:4].C(=O)([O-])[O-].[Na+].[Na+].[O:23]1[CH:27]=[CH:26][CH:25]=[C:24]1[C:28]([N:30]1[CH2:35][CH2:34][NH:33][CH2:32][CH2:31]1)=[O:29]. Product: [CH:7]12[CH2:15][CH:11]3[CH2:10][CH:9]([CH2:14][CH:13]([CH2:12]3)[CH:6]1[NH:5][C:3](=[O:4])[CH:2]([N:33]1[CH2:34][CH2:35][N:30]([C:28]([C:24]3[O:23][CH:27]=[CH:26][CH:25]=3)=[O:29])[CH2:31][CH2:32]1)[CH3:16])[CH2:8]2. The catalyst class is: 9. (9) Reactant: [CH:1]1([C:4]2[N:5]=[C:6]3[C:12]([C:13](O)=[O:14])=[CH:11][N:10]([CH2:16][O:17][CH2:18][CH2:19][Si:20]([CH3:23])([CH3:22])[CH3:21])[C:7]3=[N:8][CH:9]=2)[CH2:3][CH2:2]1.[NH2:24][CH2:25][CH:26]1[CH2:30][CH2:29][N:28]([C:31]([O:33][C:34]([CH3:37])([CH3:36])[CH3:35])=[O:32])[CH2:27]1.C1C=CC2N(O)N=NC=2C=1.C(Cl)CCl.C(N(CC)C(C)C)(C)C. Product: [C:34]([O:33][C:31]([N:28]1[CH2:29][CH2:30][CH:26]([CH2:25][NH:24][C:13]([C:12]2[C:6]3[C:7](=[N:8][CH:9]=[C:4]([CH:1]4[CH2:2][CH2:3]4)[N:5]=3)[N:10]([CH2:16][O:17][CH2:18][CH2:19][Si:20]([CH3:23])([CH3:22])[CH3:21])[CH:11]=2)=[O:14])[CH2:27]1)=[O:32])([CH3:37])([CH3:36])[CH3:35]. The catalyst class is: 3. (10) Reactant: CS(O[CH2:6][CH2:7][O:8][C:9]1[CH:14]=[CH:13][C:12]([C:15]2[O:19][C:18]([O:20][CH3:21])=[N:17][C:16]=2[C:22]2[CH:27]=[CH:26][C:25]([O:28][CH3:29])=[CH:24][CH:23]=2)=[CH:11][CH:10]=1)(=O)=O.[C:30]1(=[O:40])[NH:34][C:33](=[O:35])[C:32]2=[CH:36][CH:37]=[CH:38][CH:39]=[C:31]12.[K]. Product: [CH3:21][O:20][C:18]1[O:19][C:15]([C:12]2[CH:13]=[CH:14][C:9]([O:8][CH2:7][CH2:6][N:34]3[C:30](=[O:40])[C:31]4[C:32](=[CH:36][CH:37]=[CH:38][CH:39]=4)[C:33]3=[O:35])=[CH:10][CH:11]=2)=[C:16]([C:22]2[CH:23]=[CH:24][C:25]([O:28][CH3:29])=[CH:26][CH:27]=2)[N:17]=1. The catalyst class is: 9.